Dataset: hERG potassium channel inhibition data for cardiac toxicity prediction from Karim et al.. Task: Regression/Classification. Given a drug SMILES string, predict its toxicity properties. Task type varies by dataset: regression for continuous values (e.g., LD50, hERG inhibition percentage) or binary classification for toxic/non-toxic outcomes (e.g., AMES mutagenicity, cardiotoxicity, hepatotoxicity). Dataset: herg_karim. (1) The molecule is N[C@H](C(=O)N1CCC(F)C1)[C@H]1CC[C@H](NS(=O)(=O)c2ccc(F)cc2F)CC1. The result is 0 (non-blocker). (2) The drug is CCCCNC[C@H](O)c1cc(Cl)cc2c1-c1ccc(Cl)cc1/C2=C/c1ccc(Cl)cc1. The result is 1 (blocker).